Dataset: Experimentally validated miRNA-target interactions with 360,000+ pairs, plus equal number of negative samples. Task: Binary Classification. Given a miRNA mature sequence and a target amino acid sequence, predict their likelihood of interaction. Result: 1 (interaction). The protein sequence of the target gene is MERRSESPCLRDSPDRRSGSPDVKGPPPVKVARLEQNGSPMGARGRPNGAVAKAVGGLMIPVFCVVEQLDGSLEYDNREEHAEFVLVRKDVLFSQLVETALLALGYSHSSAAQAQGIIKLGRWNPLPLSYVTDAPDATVADMLQDVYHVVTLKIQLQSCSKLEDLPAEQWNHATVRNALKELLKEMNQSTLAKECPLSQSMISSIVNSTYYANVSATKCQEFGRWYKKYKKIKVERVERENLSDYCVLGQRPMHLPNMNQLASLGKTNEQSPHSQIHHSTPIRNQVPALQPIMSPGLLSP.... The miRNA is hsa-miR-3177-5p with sequence UGUGUACACACGUGCCAGGCGCU.